Dataset: Full USPTO retrosynthesis dataset with 1.9M reactions from patents (1976-2016). Task: Predict the reactants needed to synthesize the given product. Given the product [CH3:2][O:3][CH2:4][C:5]1[CH:10]=[C:9]([C:11]2[O:15][N:14]=[C:13]([C:16]3[CH:17]=[CH:18][C:19]([C:22]([NH2:38])=[O:24])=[N:20][CH:21]=3)[N:12]=2)[CH:8]=[CH:7][C:6]=1[C:25]1[CH:30]=[CH:29][CH:28]=[CH:27][C:26]=1[CH3:31], predict the reactants needed to synthesize it. The reactants are: Cl.[CH3:2][O:3][CH2:4][C:5]1[CH:10]=[C:9]([C:11]2[O:15][N:14]=[C:13]([C:16]3[CH:17]=[CH:18][C:19]([C:22]([OH:24])=O)=[N:20][CH:21]=3)[N:12]=2)[CH:8]=[CH:7][C:6]=1[C:25]1[CH:30]=[CH:29][CH:28]=[CH:27][C:26]=1[CH3:31].C(Cl)(=O)C(Cl)=O.[NH3:38].O1CCOCC1.